This data is from Reaction yield outcomes from USPTO patents with 853,638 reactions. The task is: Predict the reaction yield, written as a fraction of the theoretical maximum amount of product (1.0 means a 100% yield; for example, 0.34 means a 34% yield). (1) The reactants are [OH-].[K+].[C:3]([C:6]1[N:11]=[C:10]([C:12]2[CH:17]=[CH:16][C:15]([C:18]3[CH:23]=[CH:22][C:21]([CH2:24][C:25]([NH:27][C:28]([CH3:34])([CH3:33])[C:29]([O:31]C)=[O:30])=[O:26])=[CH:20][C:19]=3[Cl:35])=[CH:14][CH:13]=2)[C:9]([CH3:36])=[N:8][C:7]=1[CH3:37])(=[O:5])[NH2:4]. The catalyst is CC(O)(C)C. The product is [C:3]([C:6]1[N:11]=[C:10]([C:12]2[CH:17]=[CH:16][C:15]([C:18]3[CH:23]=[CH:22][C:21]([CH2:24][C:25]([NH:27][C:28]([CH3:33])([CH3:34])[C:29]([OH:31])=[O:30])=[O:26])=[CH:20][C:19]=3[Cl:35])=[CH:14][CH:13]=2)[C:9]([CH3:36])=[N:8][C:7]=1[CH3:37])(=[O:5])[NH2:4]. The yield is 0.0586. (2) The reactants are Br[C:2]1[CH:23]=[CH:22][C:5]2[C:6]3[N:7]([CH:11]=[C:12]([C:14]4[N:18]([CH:19]([CH3:21])[CH3:20])[N:17]=[CH:16][N:15]=4)[N:13]=3)[CH2:8][CH2:9][O:10][C:4]=2[CH:3]=1.CC1(C)C(C)(C)OB([C:32]2[CH:33]=[CH:34][C:35]([NH2:38])=[N:36][CH:37]=2)O1. No catalyst specified. The product is [CH:19]([N:18]1[C:14]([C:12]2[N:13]=[C:6]3[C:5]4[CH:22]=[CH:23][C:2]([C:32]5[CH:33]=[CH:34][C:35]([NH2:38])=[N:36][CH:37]=5)=[CH:3][C:4]=4[O:10][CH2:9][CH2:8][N:7]3[CH:11]=2)=[N:15][CH:16]=[N:17]1)([CH3:21])[CH3:20]. The yield is 0.620. (3) The reactants are C=C[C:3]1[CH:8]=[CH:7][CH:6]=[CH:5][CH:4]=1.[Cl-].C([Al+][CH2:13][CH3:14])C.[CH2:15]=[CH2:16]. The catalyst is ClCCl. The product is [C:3]1([CH:13]([CH3:14])[CH:15]=[CH2:16])[CH:8]=[CH:7][CH:6]=[CH:5][CH:4]=1. The yield is 0.890.